From a dataset of Catalyst prediction with 721,799 reactions and 888 catalyst types from USPTO. Predict which catalyst facilitates the given reaction. Reactant: [F:1][C:2]1[CH:3]=[N:4][C:5]([N:8]2[CH2:15][CH:14]3[C:10]([C:25]4[CH:26]=[N:27][CH:28]=[CH:29][CH:30]=4)([N:11](CC4C=CC(OC)=CC=4)[O:12][CH2:13]3)[CH2:9]2)=[N:6][CH:7]=1. Product: [F:1][C:2]1[CH:7]=[N:6][C:5]([N:8]2[CH2:15][CH:14]3[C:10]([C:25]4[CH:26]=[N:27][CH:28]=[CH:29][CH:30]=4)([NH:11][O:12][CH2:13]3)[CH2:9]2)=[N:4][CH:3]=1. The catalyst class is: 55.